This data is from Catalyst prediction with 721,799 reactions and 888 catalyst types from USPTO. The task is: Predict which catalyst facilitates the given reaction. (1) Reactant: [Cl:1][C:2]1[C:7]([NH:8][S:9]([C:12]2[CH:17]=[CH:16][C:15]([F:18])=[CH:14][C:13]=2[F:19])(=[O:11])=[O:10])=[CH:6][C:5](B2OC(C)(C)C(C)(C)O2)=[CH:4][N:3]=1.Cl[C:30]1[CH:31]=[CH:32][C:33]2[N:34]=[CH:35][N:36]=[C:37]([O:40][CH:41]3[CH2:46][CH2:45][O:44][CH2:43][CH2:42]3)[C:38]=2[N:39]=1.C(=O)(O)[O-].[Na+]. Product: [Cl:1][C:2]1[C:7]([NH:8][S:9]([C:12]2[CH:17]=[CH:16][C:15]([F:18])=[CH:14][C:13]=2[F:19])(=[O:10])=[O:11])=[CH:6][C:5]([C:30]2[CH:31]=[CH:32][C:33]3[N:34]=[CH:35][N:36]=[C:37]([O:40][CH:41]4[CH2:46][CH2:45][O:44][CH2:43][CH2:42]4)[C:38]=3[N:39]=2)=[CH:4][N:3]=1. The catalyst class is: 12. (2) Reactant: C(OC([NH:8][CH2:9][CH2:10][CH2:11][N:12]1[CH:21]=[CH:20][C:19]2[C:14](=[CH:15][C:16]([C:22]([O:24][CH3:25])=[O:23])=[CH:17][CH:18]=2)[C:13]1=[O:26])=O)(C)(C)C.Cl.O1CCOCC1. Product: [NH2:8][CH2:9][CH2:10][CH2:11][N:12]1[CH:21]=[CH:20][C:19]2[C:14](=[CH:15][C:16]([C:22]([O:24][CH3:25])=[O:23])=[CH:17][CH:18]=2)[C:13]1=[O:26]. The catalyst class is: 2. (3) Reactant: [CH3:1][O:2][C:3]1[CH:8]=[CH:7][CH:6]=[C:5]([O:9][CH3:10])[C:4]=1[O:11][CH3:12].CO/[CH:15]=[CH:16]/[C:17]([O:19][CH3:20])=[O:18].C(O)(=O)C.Cl. Product: [CH3:1][O:2][C:3]1[C:4]([O:11][CH3:12])=[C:5]([O:9][CH3:10])[CH:6]=[CH:7][C:8]=1/[CH:15]=[CH:16]/[C:17]([O:19][CH3:20])=[O:18]. The catalyst class is: 84. (4) Reactant: [N+]([O-])([O-])=[O:2].[Cu+2:5].[N+]([O-])([O-])=O.[N+]([O-])([O-])=O.[Zn+2:14].[N+]([O-])([O-])=O.[N+]([O-])([O-])=O.[Al+3:23].[N+]([O-])([O-])=O.[N+]([O-])([O-])=O.C(=O)([O-])[O-].[NH4+].[NH4+]. Product: [Cu:5]=[O:2].[O-2:2].[Zn+2:14].[O-2:2].[Al+3:23].[O-2:2].[O-2:2].[Al+3:23]. The catalyst class is: 6. (5) Reactant: [Br:1][C:2]1[CH:3]=[CH:4][C:5]([N:8]=[CH:9][N:10](C)C)=[N:6][CH:7]=1.N1C=CC=CC=1.NOS(O)(=O)=O. Product: [Br:1][C:2]1[CH:3]=[CH:4][C:5]2[N:6]([N:10]=[CH:9][N:8]=2)[CH:7]=1. The catalyst class is: 5. (6) Product: [CH3:32][S:33]([NH:1][CH2:2][C:3]1[CH:4]=[C:5]([C:9]2[CH:10]=[C:11]3[C:15](=[CH:16][CH:17]=2)[CH2:14][CH:13]([NH:18][S:19]([CH:22]([CH3:24])[CH3:23])(=[O:21])=[O:20])[CH2:12]3)[CH:6]=[CH:7][CH:8]=1)(=[O:35])=[O:34]. Reactant: [NH2:1][CH2:2][C:3]1[CH:4]=[C:5]([C:9]2[CH:10]=[C:11]3[C:15](=[CH:16][CH:17]=2)[CH2:14][CH:13]([NH:18][S:19]([CH:22]([CH3:24])[CH3:23])(=[O:21])=[O:20])[CH2:12]3)[CH:6]=[CH:7][CH:8]=1.C(N(CC)CC)C.[CH3:32][S:33](Cl)(=[O:35])=[O:34]. The catalyst class is: 4. (7) Reactant: F[C:2]1[CH:14]=[CH:13][C:12]([N+:15]([O-:17])=[O:16])=[CH:11][C:3]=1[C:4]([O:6][C:7]([CH3:10])([CH3:9])[CH3:8])=[O:5].[C:18]([C:20]1[CH:21]=[C:22]2[C:27](=[CH:28][CH:29]=1)[CH:26]=[C:25]([OH:30])[CH:24]=[CH:23]2)#[N:19].C(=O)([O-])[O-].[K+].[K+].O. Product: [C:18]([C:20]1[CH:21]=[C:22]2[C:27](=[CH:28][CH:29]=1)[CH:26]=[C:25]([O:30][C:2]1[CH:14]=[CH:13][C:12]([N+:15]([O-:17])=[O:16])=[CH:11][C:3]=1[C:4]([O:6][C:7]([CH3:10])([CH3:9])[CH3:8])=[O:5])[CH:24]=[CH:23]2)#[N:19]. The catalyst class is: 9. (8) Reactant: N.[CH3:2][CH:3]([CH2:5][N:6]([S:30]([C:33]1[CH:34]=[CH:35][C:36]([NH2:39])=[CH:37][CH:38]=1)(=[O:32])=[O:31])[CH2:7][C@@H:8]([OH:29])[C@@H:9]([NH:17][C:18]([O:20][C@@H:21]1[C@@H:25]2[CH2:26][CH2:27][O:28][C@@H:24]2[O:23][CH2:22]1)=[O:19])[CH2:10][C:11]1[CH:12]=[CH:13][CH:14]=[CH:15][CH:16]=1)[CH3:4].C([O-])(=O)CC. Product: [CH3:4][CH:3]([CH2:5][N:6]([S:30]([C:33]1[CH:38]=[CH:37][C:36]([NH2:39])=[CH:35][CH:34]=1)(=[O:32])=[O:31])[CH2:7][C@@H:8]([OH:29])[C@@H:9]([NH:17][C:18]([O:20][C@@H:21]1[C@@H:25]2[CH2:26][CH2:27][O:28][C@@H:24]2[O:23][CH2:22]1)=[O:19])[CH2:10][C:11]1[CH:16]=[CH:15][CH:14]=[CH:13][CH:12]=1)[CH3:2]. The catalyst class is: 6. (9) Reactant: [C:1]([C:5]1[N:10]=[C:9]([N:11]2[CH2:16][CH2:15][N:14]([CH2:17][CH2:18][CH2:19][CH2:20][NH2:21])[CH2:13][CH2:12]2)[CH:8]=[C:7]([C:22]([F:25])([F:24])[F:23])[N:6]=1)([CH3:4])([CH3:3])[CH3:2].C1N=CN([C:31]([N:33]2[CH:37]=N[CH:35]=[CH:34]2)=[O:32])C=1.[F:38][C:39]([F:54])([F:53])[C:40]1[CH:48]=[CH:47][C:46]2[NH:45][C:44]3CCNC[C:43]=3[C:42]=2[CH:41]=1. Product: [C:1]([C:5]1[N:10]=[C:9]([N:11]2[CH2:16][CH2:15][N:14]([CH2:17][CH2:18][CH2:19][CH2:20][NH:21][C:31]([N:33]3[CH2:34][CH2:35][C:44]4[NH:45][C:46]5[CH:47]=[CH:48][C:40]([C:39]([F:53])([F:54])[F:38])=[CH:41][C:42]=5[C:43]=4[CH2:37]3)=[O:32])[CH2:13][CH2:12]2)[CH:8]=[C:7]([C:22]([F:24])([F:25])[F:23])[N:6]=1)([CH3:4])([CH3:2])[CH3:3]. The catalyst class is: 147. (10) Reactant: [C:9](O[C:9]([O:11][C:12]([CH3:15])([CH3:14])[CH3:13])=[O:10])([O:11][C:12]([CH3:15])([CH3:14])[CH3:13])=[O:10].[NH2:16][CH2:17][C:18]([NH2:21])([CH3:20])[CH3:19]. Product: [NH2:21][C:18]([CH3:20])([CH3:19])[CH2:17][NH:16][C:9](=[O:10])[O:11][C:12]([CH3:13])([CH3:14])[CH3:15]. The catalyst class is: 7.